Dataset: Catalyst prediction with 721,799 reactions and 888 catalyst types from USPTO. Task: Predict which catalyst facilitates the given reaction. Reactant: [C:1]1([S:7]([N:10]2[C:14]3=[N:15][CH:16]=[C:17]([NH:19][C:20](=[O:26])[O:21][C:22]([CH3:25])([CH3:24])[CH3:23])[CH:18]=[C:13]3[CH:12]=[CH:11]2)(=[O:9])=[O:8])[CH:6]=[CH:5][CH:4]=[CH:3][CH:2]=1.C([Li])(C)(C)C.[I:32]I. Product: [I:32][C:11]1[N:10]([S:7]([C:1]2[CH:2]=[CH:3][CH:4]=[CH:5][CH:6]=2)(=[O:9])=[O:8])[C:14]2=[N:15][CH:16]=[C:17]([NH:19][C:20](=[O:26])[O:21][C:22]([CH3:23])([CH3:25])[CH3:24])[CH:18]=[C:13]2[CH:12]=1. The catalyst class is: 7.